This data is from Reaction yield outcomes from USPTO patents with 853,638 reactions. The task is: Predict the reaction yield, written as a fraction of the theoretical maximum amount of product (1.0 means a 100% yield; for example, 0.34 means a 34% yield). The reactants are [C:1]([O:5][C:6]([N:8]([CH2:14][C:15]1[CH:20]=[CH:19][C:18]([C:21](=[NH:24])[NH:22][OH:23])=[CH:17][CH:16]=1)[CH2:9][C:10]([O:12][CH3:13])=[O:11])=[O:7])([CH3:4])([CH3:3])[CH3:2].CCN(C(C)C)C(C)C.[CH3:34][C:35]1[CH:40]=[CH:39][C:38]([C:41]2[CH:46]=[CH:45][C:44]([C:47](Cl)=O)=[CH:43][CH:42]=2)=[CH:37][CH:36]=1. The catalyst is CC(=O)OCC. The product is [C:1]([O:5][C:6]([N:8]([CH2:14][C:15]1[CH:20]=[CH:19][C:18]([C:21]2[N:24]=[C:34]([C:35]3[CH:40]=[CH:39][C:38]([C:41]4[CH:46]=[CH:45][C:44]([CH3:47])=[CH:43][CH:42]=4)=[CH:37][CH:36]=3)[O:23][N:22]=2)=[CH:17][CH:16]=1)[CH2:9][C:10]([O:12][CH3:13])=[O:11])=[O:7])([CH3:4])([CH3:2])[CH3:3]. The yield is 0.430.